Dataset: NCI-60 drug combinations with 297,098 pairs across 59 cell lines. Task: Regression. Given two drug SMILES strings and cell line genomic features, predict the synergy score measuring deviation from expected non-interaction effect. (1) Drug 1: CNC(=O)C1=CC=CC=C1SC2=CC3=C(C=C2)C(=NN3)C=CC4=CC=CC=N4. Drug 2: C1=C(C(=O)NC(=O)N1)N(CCCl)CCCl. Cell line: MOLT-4. Synergy scores: CSS=74.6, Synergy_ZIP=3.40, Synergy_Bliss=6.17, Synergy_Loewe=6.21, Synergy_HSA=8.48. (2) Cell line: UACC-257. Synergy scores: CSS=-1.06, Synergy_ZIP=1.39, Synergy_Bliss=2.71, Synergy_Loewe=0.256, Synergy_HSA=0.498. Drug 1: CC1C(C(CC(O1)OC2CC(CC3=C2C(=C4C(=C3O)C(=O)C5=C(C4=O)C(=CC=C5)OC)O)(C(=O)CO)O)N)O.Cl. Drug 2: CN(C(=O)NC(C=O)C(C(C(CO)O)O)O)N=O. (3) Drug 1: C1=CC(=CC=C1CCC2=CNC3=C2C(=O)NC(=N3)N)C(=O)NC(CCC(=O)O)C(=O)O. Drug 2: CC1C(C(CC(O1)OC2CC(CC3=C2C(=C4C(=C3O)C(=O)C5=C(C4=O)C(=CC=C5)OC)O)(C(=O)C)O)N)O.Cl. Cell line: SNB-19. Synergy scores: CSS=33.0, Synergy_ZIP=-0.526, Synergy_Bliss=2.27, Synergy_Loewe=4.14, Synergy_HSA=6.12. (4) Drug 1: CC1=CC2C(CCC3(C2CCC3(C(=O)C)OC(=O)C)C)C4(C1=CC(=O)CC4)C. Cell line: HL-60(TB). Drug 2: CC12CCC3C(C1CCC2O)C(CC4=C3C=CC(=C4)O)CCCCCCCCCS(=O)CCCC(C(F)(F)F)(F)F. Synergy scores: CSS=3.08, Synergy_ZIP=2.29, Synergy_Bliss=5.78, Synergy_Loewe=2.77, Synergy_HSA=2.72. (5) Drug 1: C1C(C(OC1N2C=NC3=C(N=C(N=C32)Cl)N)CO)O. Drug 2: C(CCl)NC(=O)N(CCCl)N=O. Cell line: IGROV1. Synergy scores: CSS=4.31, Synergy_ZIP=-2.59, Synergy_Bliss=2.52, Synergy_Loewe=1.49, Synergy_HSA=1.87. (6) Drug 1: CC12CCC3C(C1CCC2=O)CC(=C)C4=CC(=O)C=CC34C. Drug 2: CC1=C(C(=CC=C1)Cl)NC(=O)C2=CN=C(S2)NC3=CC(=NC(=N3)C)N4CCN(CC4)CCO. Cell line: M14. Synergy scores: CSS=8.38, Synergy_ZIP=5.10, Synergy_Bliss=0.102, Synergy_Loewe=-11.0, Synergy_HSA=-11.3.